Dataset: Catalyst prediction with 721,799 reactions and 888 catalyst types from USPTO. Task: Predict which catalyst facilitates the given reaction. (1) Reactant: [C:1]([O:5][C:6](=[O:41])[NH:7][C@@H:8]1[CH2:12][CH2:11][N:10]([C:13]([C:15]2[CH:23]=[C:22]3[C:18]([C:19]4([CH2:40][CH2:39]4)[CH2:20][N:21]3[C:24]3[N:29]=[CH:28][C:27](B4OC(C)(C)C(C)(C)O4)=[CH:26][N:25]=3)=[CH:17][CH:16]=2)=[O:14])[CH2:9]1)([CH3:4])([CH3:3])[CH3:2].O.Br[C:44]1[CH:49]=[C:48]([CH:50]2[CH2:52][CH2:51]2)[CH:47]=[CH:46][N:45]=1.C([O-])([O-])=O.[K+].[K+]. Product: [C:1]([O:5][C:6](=[O:41])[NH:7][C@@H:8]1[CH2:12][CH2:11][N:10]([C:13]([C:15]2[CH:23]=[C:22]3[C:18]([C:19]4([CH2:40][CH2:39]4)[CH2:20][N:21]3[C:24]3[N:25]=[CH:26][C:27]([C:44]4[CH:49]=[C:48]([CH:50]5[CH2:52][CH2:51]5)[CH:47]=[CH:46][N:45]=4)=[CH:28][N:29]=3)=[CH:17][CH:16]=2)=[O:14])[CH2:9]1)([CH3:4])([CH3:2])[CH3:3]. The catalyst class is: 443. (2) Reactant: [H-].[Na+].[NH2:3][C:4]1[C:5]2[C:12]([C:13]([C:15]3[CH:20]=[CH:19][CH:18]=[C:17]([NH2:21])[CH:16]=3)=[O:14])=[CH:11][N:10]([CH:22]3[CH2:26][CH2:25][CH2:24][CH2:23]3)[C:6]=2[N:7]=[CH:8][N:9]=1.Cl[C:28]([O:30][C:31]1[CH:36]=[CH:35][CH:34]=[CH:33][CH:32]=1)=[O:29]. Product: [C:31]1([O:30][C:28](=[O:29])[NH:21][C:17]2[CH:18]=[CH:19][CH:20]=[C:15]([C:13]([C:12]3[C:5]4[C:4]([NH2:3])=[N:9][CH:8]=[N:7][C:6]=4[N:10]([CH:22]4[CH2:23][CH2:24][CH2:25][CH2:26]4)[CH:11]=3)=[O:14])[CH:16]=2)[CH:36]=[CH:35][CH:34]=[CH:33][CH:32]=1. The catalyst class is: 1. (3) The catalyst class is: 11. Product: [Br:1][C:2]1[CH:3]=[C:4]2[C:8](=[CH:9][CH:10]=1)[C@@H:7]([N:11]1[C:15]3=[N:16][C:17]([CH2:21][C:22]4[O:23][C:26]([CH2:27][CH3:28])=[N:25][N:24]=4)=[CH:18][C:19]([CH3:20])=[C:14]3[N:13]=[C:12]1[CH2:30][CH3:31])[CH2:6][CH2:5]2. Reactant: [Br:1][C:2]1[CH:3]=[C:4]2[C:8](=[CH:9][CH:10]=1)[C@@H:7]([N:11]1[C:15]3=[N:16][C:17]([CH2:21][C:22]([NH:24][NH:25][C:26](=O)[CH2:27][CH3:28])=[O:23])=[CH:18][C:19]([CH3:20])=[C:14]3[N:13]=[C:12]1[CH2:30][CH3:31])[CH2:6][CH2:5]2.CCN(C(C)C)C(C)C.O=P(Cl)(Cl)Cl. (4) Reactant: ClC(Cl)(Cl)[C:3]([C:5]1[N:14]2[C:8]([CH2:9][N:10]([C:19]([C:21]3[CH:26]=[CH:25][C:24]([C:27]4[CH:32]=[CH:31][CH:30]=[CH:29][C:28]=4[CH3:33])=[C:23]([CH3:34])[CH:22]=3)=[O:20])[C:11]3[CH:18]=[CH:17][CH:16]=[CH:15][C:12]=3[CH2:13]2)=[CH:7][CH:6]=1)=[O:4].[C:37]([O:41][C:42]([N:44]1[CH2:49][CH2:48][CH2:47][CH:46]([CH2:50][NH2:51])[CH2:45]1)=[O:43])([CH3:40])([CH3:39])[CH3:38].CS(C)=O. Product: [CH3:34][C:23]1[CH:22]=[C:21]([C:19]([N:10]2[C:11]3[CH:18]=[CH:17][CH:16]=[CH:15][C:12]=3[CH2:13][N:14]3[C:5]([C:3]([NH:51][CH2:50][CH:46]4[CH2:47][CH2:48][CH2:49][N:44]([C:42]([O:41][C:37]([CH3:40])([CH3:39])[CH3:38])=[O:43])[CH2:45]4)=[O:4])=[CH:6][CH2:7][C:8]3=[CH:9]2)=[O:20])[CH:26]=[CH:25][C:24]=1[C:27]1[CH:32]=[CH:31][CH:30]=[CH:29][C:28]=1[CH3:33]. The catalyst class is: 245. (5) Reactant: [NH2:1][C:2]1[CH:3]=[C:4]([CH:9]=[CH:10][CH:11]=1)[C:5]([O:7][CH3:8])=[O:6].[N:12]([C:15]1[CH:24]=[CH:23][CH:22]=[CH:21][C:16]=1[C:17](OC)=[O:18])=[C:13]=[O:14]. Product: [O:14]=[C:13]1[N:1]([C:2]2[CH:3]=[C:4]([CH:9]=[CH:10][CH:11]=2)[C:5]([O:7][CH3:8])=[O:6])[C:17](=[O:18])[C:16]2[C:15](=[CH:24][CH:23]=[CH:22][CH:21]=2)[NH:12]1. The catalyst class is: 251. (6) Product: [CH:1]1([N:7]2[CH2:11][CH2:10][C:9]3([CH2:12][CH2:13][NH:14][CH2:15][CH2:16]3)[C:8]2=[O:27])[CH2:2][CH2:3][CH2:4][CH2:5][CH2:6]1. The catalyst class is: 19. Reactant: [CH:1]1([N:7]2[CH2:11][CH2:10][C:9]3([CH2:16][CH2:15][N:14](C(OCC4C=CC=CC=4)=O)[CH2:13][CH2:12]3)[C:8]2=[O:27])[CH2:6][CH2:5][CH2:4][CH2:3][CH2:2]1. (7) Reactant: C(OC([NH:8][C@@H:9]1[C:15](=[O:16])[N:14]([CH2:17][C:18]([O:20][CH3:21])=[O:19])[C:13]2[CH:22]=[CH:23][CH:24]=[CH:25][C:12]=2[O:11][C@@H:10]1[C:26]1[CH:31]=[CH:30][CH:29]=[CH:28][CH:27]=1)=O)(C)(C)C.FC(F)(F)C(O)=O. Product: [NH2:8][C@@H:9]1[C:15](=[O:16])[N:14]([CH2:17][C:18]([O:20][CH3:21])=[O:19])[C:13]2[CH:22]=[CH:23][CH:24]=[CH:25][C:12]=2[O:11][C@@H:10]1[C:26]1[CH:31]=[CH:30][CH:29]=[CH:28][CH:27]=1. The catalyst class is: 4.